This data is from Reaction yield outcomes from USPTO patents with 853,638 reactions. The task is: Predict the reaction yield, written as a fraction of the theoretical maximum amount of product (1.0 means a 100% yield; for example, 0.34 means a 34% yield). (1) The reactants are [Cl:1][C:2]1[CH:31]=[CH:30][C:5]([CH2:6][N:7]2[CH2:12][CH2:11][N:10]([C:13]([O:15][CH2:16][C@@:17]([OH:29])([CH3:28])[CH2:18][N:19]3[CH:23]=[C:22]([N+:24]([O-:26])=[O:25])[N:21]=[C:20]3Cl)=[O:14])[CH2:9][CH2:8]2)=[CH:4][CH:3]=1.[H-].[Na+]. The catalyst is CN(C=O)C. The product is [Cl:1][C:2]1[CH:31]=[CH:30][C:5]([CH2:6][N:7]2[CH2:12][CH2:11][N:10]([C:13]([O:15][CH2:16][C@:17]3([CH3:28])[O:29][C:20]4=[N:21][C:22]([N+:24]([O-:26])=[O:25])=[CH:23][N:19]4[CH2:18]3)=[O:14])[CH2:9][CH2:8]2)=[CH:4][CH:3]=1. The yield is 0.280. (2) The reactants are [F:1][C:2]1[CH:7]=[CH:6][C:5]([C@@H:8]([NH2:10])[CH3:9])=[CH:4][CH:3]=1.C(=O)([O-])[O-].[K+].[K+].Br[CH2:18][CH2:19][CH2:20][CH2:21][C:22](Cl)=[O:23]. The catalyst is O.COC(C)(C)C. The product is [F:1][C:2]1[CH:7]=[CH:6][C:5]([CH:8]([N:10]2[CH2:18][CH2:19][CH2:20][CH2:21][C:22]2=[O:23])[CH3:9])=[CH:4][CH:3]=1. The yield is 0.952. (3) The reactants are [Br:1]Br.[N+:3]([C:6]1[CH:11]=[CH:10][C:9]([NH2:12])=[C:8]([C:13]([F:16])([F:15])[F:14])[CH:7]=1)([O-:5])=[O:4].O. The catalyst is C(O)(=O)C. The product is [Br:1][C:10]1[CH:11]=[C:6]([N+:3]([O-:5])=[O:4])[CH:7]=[C:8]([C:13]([F:14])([F:15])[F:16])[C:9]=1[NH2:12]. The yield is 0.910. (4) The reactants are [F:1][C:2]1[CH:3]=[C:4]([CH:13]([CH3:19])[C:14]([O:16]CC)=O)[CH:5]=[CH:6][C:7]=1[NH:8][S:9]([CH3:12])(=[O:11])=[O:10].[OH-].[Li+].Cl.[CH2:23]1COC[CH2:24]1. The catalyst is O.C(Cl)Cl. The product is [F:1][C:2]1[CH:3]=[C:4]([CH:13]([C:14]([CH2:23][CH3:24])=[O:16])[CH3:19])[CH:5]=[CH:6][C:7]=1[NH:8][S:9]([CH3:12])(=[O:10])=[O:11]. The yield is 0.970. (5) The reactants are C[O:2][C:3](=[O:11])[C:4]1[CH:9]=[CH:8][C:7](I)=[CH:6][CH:5]=1.C(N(CC)C(C)C)(C)C.[CH3:21][C:22]([CH3:26])([CH3:25])[C:23]#[CH:24]. The catalyst is O1CCOCC1.Cl[Pd](Cl)([P](C1C=CC=CC=1)(C1C=CC=CC=1)C1C=CC=CC=1)[P](C1C=CC=CC=1)(C1C=CC=CC=1)C1C=CC=CC=1.[Cu](I)I. The product is [CH3:21][C:22]([CH3:26])([CH3:25])[C:23]#[C:24][C:7]1[CH:8]=[CH:9][C:4]([C:3]([OH:2])=[O:11])=[CH:5][CH:6]=1. The yield is 0.280.